This data is from NCI-60 drug combinations with 297,098 pairs across 59 cell lines. The task is: Regression. Given two drug SMILES strings and cell line genomic features, predict the synergy score measuring deviation from expected non-interaction effect. (1) Drug 1: C1=CC=C(C(=C1)C(C2=CC=C(C=C2)Cl)C(Cl)Cl)Cl. Drug 2: CC(C)CN1C=NC2=C1C3=CC=CC=C3N=C2N. Cell line: UO-31. Synergy scores: CSS=0.354, Synergy_ZIP=-0.861, Synergy_Bliss=-4.30, Synergy_Loewe=-4.60, Synergy_HSA=-5.64. (2) Drug 1: C1=CC(=CC=C1CCCC(=O)O)N(CCCl)CCCl. Drug 2: CS(=O)(=O)CCNCC1=CC=C(O1)C2=CC3=C(C=C2)N=CN=C3NC4=CC(=C(C=C4)OCC5=CC(=CC=C5)F)Cl. Cell line: UACC-257. Synergy scores: CSS=-9.24, Synergy_ZIP=-2.07, Synergy_Bliss=-6.49, Synergy_Loewe=-11.0, Synergy_HSA=-10.4. (3) Cell line: NCI-H322M. Synergy scores: CSS=4.56, Synergy_ZIP=-9.69, Synergy_Bliss=-15.9, Synergy_Loewe=-33.7, Synergy_HSA=-16.0. Drug 1: CC12CCC3C(C1CCC2=O)CC(=C)C4=CC(=O)C=CC34C. Drug 2: C(CN)CNCCSP(=O)(O)O. (4) Synergy scores: CSS=18.6, Synergy_ZIP=1.07, Synergy_Bliss=3.09, Synergy_Loewe=-5.61, Synergy_HSA=0.390. Drug 2: CC(C)NC(=O)C1=CC=C(C=C1)CNNC.Cl. Cell line: SK-MEL-5. Drug 1: C1=C(C(=O)NC(=O)N1)N(CCCl)CCCl. (5) Drug 1: CC1=C2C(C(=O)C3(C(CC4C(C3C(C(C2(C)C)(CC1OC(=O)C(C(C5=CC=CC=C5)NC(=O)OC(C)(C)C)O)O)OC(=O)C6=CC=CC=C6)(CO4)OC(=O)C)OC)C)OC. Drug 2: CC=C1C(=O)NC(C(=O)OC2CC(=O)NC(C(=O)NC(CSSCCC=C2)C(=O)N1)C(C)C)C(C)C. Cell line: NCI-H322M. Synergy scores: CSS=62.9, Synergy_ZIP=-7.83, Synergy_Bliss=-5.48, Synergy_Loewe=-2.20, Synergy_HSA=-1.44. (6) Drug 1: C1CNP(=O)(OC1)N(CCCl)CCCl. Drug 2: C1CCC(C(C1)N)N.C(=O)(C(=O)[O-])[O-].[Pt+4]. Cell line: NCI/ADR-RES. Synergy scores: CSS=-16.0, Synergy_ZIP=-1.29, Synergy_Bliss=-15.8, Synergy_Loewe=-54.8, Synergy_HSA=-31.5.